The task is: Predict the reactants needed to synthesize the given product.. This data is from Full USPTO retrosynthesis dataset with 1.9M reactions from patents (1976-2016). (1) Given the product [OH:31][C:27]1[CH:26]=[C:25]([N:23]([CH3:24])[C:22]([O:21][C:18]2[CH:19]=[CH:20][C:15]([O:14][CH2:13][CH2:12][N:9]3[CH2:10][CH2:11][CH:6]([C:4]([OH:5])=[O:3])[CH2:7][CH2:8]3)=[CH:16][CH:17]=2)=[O:32])[CH:30]=[CH:29][CH:28]=1, predict the reactants needed to synthesize it. The reactants are: C([O:3][C:4]([CH:6]1[CH2:11][CH2:10][N:9]([CH2:12][CH2:13][O:14][C:15]2[CH:20]=[CH:19][C:18]([O:21][C:22](=[O:32])[N:23]([C:25]3[CH:30]=[CH:29][CH:28]=[C:27]([OH:31])[CH:26]=3)[CH3:24])=[CH:17][CH:16]=2)[CH2:8][CH2:7]1)=[O:5])C.[OH-].[K+].Cl. (2) Given the product [CH2:1]([O:3][C:4]([CH:6]1[CH2:11][N:10]([CH2:37][C:36]2[CH:39]=[CH:40][C:33]([Br:32])=[CH:34][CH:35]=2)[CH2:9][CH2:8][N:7]1[S:12]([C:15]1[CH:20]=[CH:19][C:18]([O:21][CH2:22][C:23]#[C:24][CH3:25])=[CH:17][CH:16]=1)(=[O:13])=[O:14])=[O:5])[CH3:2], predict the reactants needed to synthesize it. The reactants are: [CH2:1]([O:3][C:4]([CH:6]1[CH2:11][NH:10][CH2:9][CH2:8][N:7]1[S:12]([C:15]1[CH:20]=[CH:19][C:18]([O:21][CH2:22][C:23]#[C:24][CH3:25])=[CH:17][CH:16]=1)(=[O:14])=[O:13])=[O:5])[CH3:2].C(=O)([O-])[O-].[K+].[K+].[Br:32][C:33]1[CH:40]=[CH:39][C:36]([CH2:37]Br)=[CH:35][CH:34]=1. (3) Given the product [C:1]([C:3]([CH3:9])([CH2:4][OH:5])[C:10]([O:13][CH2:18][CH3:19])=[O:11])#[N:2], predict the reactants needed to synthesize it. The reactants are: [C:1]([CH:3]([CH3:9])[C:4](OCC)=[O:5])#[N:2].[C:10]([O-:13])([O-])=[O:11].[K+].[K+].C=O.[CH2:18](O)[CH3:19]. (4) Given the product [F:24][C:25]1[CH:47]=[CH:46][C:28]([CH2:29][N:30]2[C@H:34]([CH3:35])[CH2:33][N:32]([C:36]3[S:37][C:38]([C:42]([NH2:7])=[O:44])=[C:39]([CH3:41])[N:40]=3)[C:31]2=[O:45])=[CH:27][CH:26]=1, predict the reactants needed to synthesize it. The reactants are: FC1C=CC(C[N:7]2C(=O)N(C3SC(C(O)=O)=C(C)N=3)C=N2)=CC=1.[F:24][C:25]1[CH:47]=[CH:46][C:28]([CH2:29][N:30]2[C@H:34]([CH3:35])[CH2:33][N:32]([C:36]3[S:37][C:38]([C:42]([OH:44])=O)=[C:39]([CH3:41])[N:40]=3)[C:31]2=[O:45])=[CH:27][CH:26]=1.